Dataset: Aqueous solubility values for 9,982 compounds from the AqSolDB database. Task: Regression/Classification. Given a drug SMILES string, predict its absorption, distribution, metabolism, or excretion properties. Task type varies by dataset: regression for continuous measurements (e.g., permeability, clearance, half-life) or binary classification for categorical outcomes (e.g., BBB penetration, CYP inhibition). For this dataset (solubility_aqsoldb), we predict Y. (1) The molecule is C=C(C)C(=O)OCCCOc1ccc(C(C)(C)c2ccc(OCCCOC(=O)C(=C)C)cc2)cc1. The Y is -7.46 log mol/L. (2) The drug is FC(F)(I)C(F)(F)C(F)(F)C(F)(F)I. The Y is -3.31 log mol/L.